Dataset: Peptide-MHC class I binding affinity with 185,985 pairs from IEDB/IMGT. Task: Regression. Given a peptide amino acid sequence and an MHC pseudo amino acid sequence, predict their binding affinity value. This is MHC class I binding data. (1) The peptide sequence is ETWVETWAF. The MHC is HLA-B40:01 with pseudo-sequence HLA-B40:01. The binding affinity (normalized) is 0.0847. (2) The peptide sequence is PFKLSSGEPH. The MHC is HLA-A31:01 with pseudo-sequence HLA-A31:01. The binding affinity (normalized) is 0. (3) The peptide sequence is RQQNPIPV. The MHC is Mamu-B03 with pseudo-sequence Mamu-B03. The binding affinity (normalized) is 0.487. (4) The peptide sequence is HPKKVKQAF. The MHC is HLA-B40:01 with pseudo-sequence HLA-B40:01. The binding affinity (normalized) is 0.213. (5) The peptide sequence is YVEHDPRLVA. The binding affinity (normalized) is 0.104. The MHC is HLA-A02:03 with pseudo-sequence HLA-A02:03. (6) The peptide sequence is MPTYKHLIMF. The MHC is HLA-B53:01 with pseudo-sequence HLA-B53:01. The binding affinity (normalized) is 0.733. (7) The peptide sequence is RRIYDLIEL. The binding affinity (normalized) is 0. The MHC is HLA-A30:02 with pseudo-sequence HLA-A30:02. (8) The peptide sequence is LPAIIRPSF. The MHC is HLA-B51:01 with pseudo-sequence HLA-B51:01. The binding affinity (normalized) is 0.0847.